Task: Predict which catalyst facilitates the given reaction.. Dataset: Catalyst prediction with 721,799 reactions and 888 catalyst types from USPTO (1) Reactant: [F:1][C:2]1[CH:36]=[CH:35][C:5]([C:6](/[N:8]=[C:9]2\[NH:10][C:11]3[CH:27]=[CH:26][C:25]([CH2:28][N:29]4[CH2:34][CH2:33][O:32][CH2:31][CH2:30]4)=[CH:24][C:12]=3[N:13]\2[C@@H:14]2[CH2:19][CH2:18][C@H:17]([C:20]([O:22]C)=[O:21])[CH2:16][CH2:15]2)=[O:7])=[CH:4][CH:3]=1.[OH-].[Na+]. Product: [F:1][C:2]1[CH:3]=[CH:4][C:5]([C:6](/[N:8]=[C:9]2\[NH:10][C:11]3[CH:27]=[CH:26][C:25]([CH2:28][N:29]4[CH2:34][CH2:33][O:32][CH2:31][CH2:30]4)=[CH:24][C:12]=3[N:13]\2[C@@H:14]2[CH2:19][CH2:18][C@H:17]([C:20]([OH:22])=[O:21])[CH2:16][CH2:15]2)=[O:7])=[CH:35][CH:36]=1. The catalyst class is: 5. (2) Reactant: [NH2:1][C:2]1[CH:3]=[C:4]([CH:21]=[CH:22][C:23]=1[F:24])[O:5][C:6]1[CH:7]=[CH:8][C:9]2[N:10]([CH:12]=[C:13]([NH:15][C:16]([CH:18]3[CH2:20][CH2:19]3)=[O:17])[N:14]=2)[N:11]=1.[F:25][C:26]([F:37])([F:36])[C:27]1[CH:28]=[C:29]([CH:33]=[CH:34][CH:35]=1)[C:30](O)=[O:31].ON1C2C=CC=CC=2N=N1.Cl.C(N=C=NCCCN(C)C)C. Product: [CH:18]1([C:16]([NH:15][C:13]2[N:14]=[C:9]3[CH:8]=[CH:7][C:6]([O:5][C:4]4[CH:21]=[CH:22][C:23]([F:24])=[C:2]([NH:1][C:30](=[O:31])[C:29]5[CH:33]=[CH:34][CH:35]=[C:27]([C:26]([F:25])([F:36])[F:37])[CH:28]=5)[CH:3]=4)=[N:11][N:10]3[CH:12]=2)=[O:17])[CH2:20][CH2:19]1. The catalyst class is: 9. (3) Reactant: [C:1]1([C:7]2[N:8]=[C:9]([NH2:18])[S:10][C:11]=2[C:12]#[C:13][Si](C)(C)C)[CH:6]=[CH:5][CH:4]=[CH:3][CH:2]=1.C([O-])([O-])=O.[K+].[K+]. Product: [C:12]([C:11]1[S:10][C:9]([NH2:18])=[N:8][C:7]=1[C:1]1[CH:6]=[CH:5][CH:4]=[CH:3][CH:2]=1)#[CH:13]. The catalyst class is: 5. (4) Reactant: [F:1][C:2]([F:17])([F:16])[C:3]([C:9]1[S:13][C:12]([CH2:14]O)=[N:11][CH:10]=1)([OH:8])[C:4]([F:7])([F:6])[F:5].C(N(CC)CC)C.CS(Cl)(=O)=O.[CH:30]1([CH2:33][NH:34][C:35]([NH:37][C:38]2[CH:43]=[CH:42][C:41]([C:44]([N:46]3[CH2:51][CH2:50][NH:49][CH2:48][CH2:47]3)=[O:45])=[CH:40][CH:39]=2)=[O:36])[CH2:32][CH2:31]1.C(=O)([O-])[O-].[K+].[K+]. Product: [CH:30]1([CH2:33][NH:34][C:35]([NH:37][C:38]2[CH:39]=[CH:40][C:41]([C:44]([N:46]3[CH2:51][CH2:50][N:49]([CH2:14][C:12]4[S:13][C:9]([C:3]([OH:8])([C:4]([F:7])([F:6])[F:5])[C:2]([F:17])([F:16])[F:1])=[CH:10][N:11]=4)[CH2:48][CH2:47]3)=[O:45])=[CH:42][CH:43]=2)=[O:36])[CH2:31][CH2:32]1. The catalyst class is: 4. (5) Reactant: ClC(OCC)=O.[OH:7][C:8]1[C:25]([CH2:26]O)=[CH:24][C:11]2[CH2:12][CH2:13][N:14]([C:17]([O:19][C:20]([CH3:23])([CH3:22])[CH3:21])=[O:18])[CH2:15][CH2:16][C:10]=2[CH:9]=1.C(N(CC)CC)C.[BH4-].[Na+].Cl. Product: [OH:7][C:8]1[C:25]([CH3:26])=[CH:24][C:11]2[CH2:12][CH2:13][N:14]([C:17]([O:19][C:20]([CH3:21])([CH3:22])[CH3:23])=[O:18])[CH2:15][CH2:16][C:10]=2[CH:9]=1. The catalyst class is: 569. (6) Reactant: C([Mg]Br)(C)C.[CH3:6][N:7]1[C:12]2=[CH:13][N:14]([CH2:22][CH2:23][C:24](OC)=[O:25])[C:15]([C:16]3[CH:21]=[CH:20][CH:19]=[CH:18][CH:17]=3)=[C:11]2[C:10](=[O:28])[N:9]([CH3:29])[C:8]1=[O:30].Cl.[CH3:32][NH:33][O:34][CH3:35]. Product: [CH3:6][N:7]1[C:12]2=[CH:13][N:14]([CH2:22][CH2:23][C:24]([N:33]([O:34][CH3:35])[CH3:32])=[O:25])[C:15]([C:16]3[CH:17]=[CH:18][CH:19]=[CH:20][CH:21]=3)=[C:11]2[C:10](=[O:28])[N:9]([CH3:29])[C:8]1=[O:30]. The catalyst class is: 1. (7) Reactant: C[O:2][C:3](=[O:20])[CH2:4][C:5]1[CH:10]=[C:9]([Cl:11])[CH:8]=[CH:7][C:6]=1[C:12]1[CH:17]=[CH:16][C:15]([S:18][CH3:19])=[CH:14][CH:13]=1.CO.[OH-].[Na+]. Product: [Cl:11][C:9]1[CH:8]=[CH:7][C:6]([C:12]2[CH:17]=[CH:16][C:15]([S:18][CH3:19])=[CH:14][CH:13]=2)=[C:5]([CH2:4][C:3]([OH:20])=[O:2])[CH:10]=1. The catalyst class is: 1.